This data is from Forward reaction prediction with 1.9M reactions from USPTO patents (1976-2016). The task is: Predict the product of the given reaction. (1) Given the reactants [Br:1][C:2]1[CH:3]=[N:4][C:5](Cl)=[C:6]([CH:11]=1)[C:7](OC)=[O:8].[NH2:13][NH2:14], predict the reaction product. The product is: [Br:1][C:2]1[CH:11]=[C:6]2[C:7]([OH:8])=[N:14][NH:13][C:5]2=[N:4][CH:3]=1. (2) Given the reactants [NH2:1][CH:2]1[CH2:7][CH2:6][N:5]([CH2:8][CH2:9][N:10]2[C:18]3[C:13](=[CH:14][CH:15]=[C:16]([O:19][CH3:20])[CH:17]=3)[CH:12]=[C:11]2[C:21]([O:23][CH3:24])=[O:22])[CH2:4][CH2:3]1.[O:25]1[C:34]2[CH:33]=[C:32]([CH:35]=O)[N:31]=[CH:30][C:29]=2[O:28][CH2:27][CH2:26]1.C(O[BH-](OC(=O)C)OC(=O)C)(=O)C.[Na+], predict the reaction product. The product is: [O:25]1[C:34]2[CH:33]=[C:32]([CH2:35][NH:1][CH:2]3[CH2:3][CH2:4][N:5]([CH2:8][CH2:9][N:10]4[C:18]5[C:13](=[CH:14][CH:15]=[C:16]([O:19][CH3:20])[CH:17]=5)[CH:12]=[C:11]4[C:21]([O:23][CH3:24])=[O:22])[CH2:6][CH2:7]3)[N:31]=[CH:30][C:29]=2[O:28][CH2:27][CH2:26]1. (3) Given the reactants [NH2:1][C@H:2]([C:10]([OH:12])=[O:11])[CH2:3][C:4]1[CH:9]=[CH:8][CH:7]=[CH:6][CH:5]=1.[C:13]([O-:16])(O)=[O:14].[Na+], predict the reaction product. The product is: [C:13](=[O:14])([OH:16])[NH2:1].[NH2:1][C@H:2]([C:10]([OH:12])=[O:11])[CH2:3][C:4]1[CH:9]=[CH:8][CH:7]=[CH:6][CH:5]=1. (4) The product is: [NH2:1][C:2]1[C:11]2[CH:10]=[CH:9][C:8]([F:12])=[C:7]([C:24]3[CH:25]=[CH:26][CH:27]=[CH:28][C:23]=3[O:22][CH3:21])[C:6]=2[N:5]=[C:4]2[CH2:14][N:15]([CH:18]3[CH2:20][CH2:19]3)[C:16](=[O:17])[C:3]=12. Given the reactants [NH2:1][C:2]1[C:11]2[CH:10]=[CH:9][C:8]([F:12])=[C:7](Br)[C:6]=2[N:5]=[C:4]2[CH2:14][N:15]([CH:18]3[CH2:20][CH2:19]3)[C:16](=[O:17])[C:3]=12.[CH3:21][O:22][C:23]1[CH:28]=[CH:27][CH:26]=[CH:25][C:24]=1B(O)O, predict the reaction product. (5) The product is: [CH3:20][S:19][C:15]1[CH:14]=[C:13]2[C:18](=[CH:17][CH:16]=1)[NH:10][C:11]([C:21]1[CH:22]=[CH:23][CH:24]=[CH:25][CH:26]=1)=[CH:12]2. Given the reactants C1(S([N:10]2[C:18]3[C:13](=[CH:14][C:15]([S:19][CH3:20])=[CH:16][CH:17]=3)[CH:12]=[C:11]2[C:21]2[CH:26]=[CH:25][CH:24]=[CH:23][CH:22]=2)(=O)=O)C=CC=CC=1.C(=O)([O-])[O-].[Cs+].[Cs+], predict the reaction product. (6) Given the reactants [OH-].[Na+].[F:3][C:4]1[CH:12]=[C:11]2[C:7]([CH:8]=[C:9]([CH2:20][O:21][C:22]3[CH:27]=[CH:26][C:25]([C:28]4[CH:33]=[CH:32][C:31]([CH2:34][C:35]([O:37]C)=[O:36])=[CH:30][CH:29]=4)=[CH:24][CH:23]=3)[N:10]2[C:13]([O:15][C:16]([CH3:19])([CH3:18])[CH3:17])=[O:14])=[CH:6][CH:5]=1.Cl, predict the reaction product. The product is: [C:16]([O:15][C:13]([N:10]1[C:11]2[C:7](=[CH:6][CH:5]=[C:4]([F:3])[CH:12]=2)[CH:8]=[C:9]1[CH2:20][O:21][C:22]1[CH:27]=[CH:26][C:25]([C:28]2[CH:29]=[CH:30][C:31]([CH2:34][C:35]([OH:37])=[O:36])=[CH:32][CH:33]=2)=[CH:24][CH:23]=1)=[O:14])([CH3:19])([CH3:17])[CH3:18]. (7) Given the reactants [CH:1]1([NH:4][C:5](=[O:43])[C:6]2[CH:11]=[CH:10][C:9]([C:12]3[CH:13]=[N:14][N:15]4[C:20]([N:21]([CH2:29][C:30]5[CH:35]=[CH:34][C:33]([O:36][CH3:37])=[CH:32][CH:31]=5)[CH2:22][CH:23]5[CH2:28][CH2:27][O:26][CH2:25][CH2:24]5)=[N:19][C:18](S(C)(=O)=O)=[N:17][C:16]=34)=[CH:8][C:7]=2[CH3:42])[CH2:3][CH2:2]1.[C:44]1([OH:50])[CH:49]=[CH:48][CH:47]=[CH:46][CH:45]=1.C1CCN2C(=NCCC2)CC1, predict the reaction product. The product is: [CH:1]1([NH:4][C:5](=[O:43])[C:6]2[CH:11]=[CH:10][C:9]([C:12]3[CH:13]=[N:14][N:15]4[C:20]([N:21]([CH2:29][C:30]5[CH:35]=[CH:34][C:33]([O:36][CH3:37])=[CH:32][CH:31]=5)[CH2:22][CH:23]5[CH2:28][CH2:27][O:26][CH2:25][CH2:24]5)=[N:19][C:18]([O:50][C:44]5[CH:49]=[CH:48][CH:47]=[CH:46][CH:45]=5)=[N:17][C:16]=34)=[CH:8][C:7]=2[CH3:42])[CH2:3][CH2:2]1.